Dataset: Reaction yield outcomes from USPTO patents with 853,638 reactions. Task: Predict the reaction yield, written as a fraction of the theoretical maximum amount of product (1.0 means a 100% yield; for example, 0.34 means a 34% yield). (1) The reactants are Br[C:2]1[CH:3]=[C:4]2[C:8](=[CH:9][CH:10]=1)[N:7]([CH:11]1[CH2:16][CH2:15][N:14]([CH3:17])[CH2:13][CH2:12]1)[CH:6]=[CH:5]2.C(P(C(C)(C)C)C(C)(C)C)(C)(C)C.C[Si]([N-:35][Si](C)(C)C)(C)C.[Li+]. The yield is 0.492. The catalyst is [Pd].[Pd].C(=CC(C=CC1C=CC=CC=1)=O)C1C=CC=CC=1.C(=CC(C=CC1C=CC=CC=1)=O)C1C=CC=CC=1.C(=CC(C=CC1C=CC=CC=1)=O)C1C=CC=CC=1.O1CCCC1. The product is [CH3:17][N:14]1[CH2:15][CH2:16][CH:11]([N:7]2[C:8]3[C:4](=[CH:3][C:2]([NH2:35])=[CH:10][CH:9]=3)[CH:5]=[CH:6]2)[CH2:12][CH2:13]1. (2) The reactants are [NH2:1][C:2]1[CH:3]=[C:4]([CH:9]=[CH:10][CH:11]=1)[C:5]([O:7][CH3:8])=[O:6].[OH:12][C:13]1[CH:18]=[C:17]([CH3:19])[O:16][C:15](=O)[CH:14]=1. The catalyst is ClC1C=CC=CC=1Cl. The product is [OH:12][C:13]1[CH:18]=[C:17]([CH3:19])[N:1]([C:2]2[CH:3]=[C:4]([CH:9]=[CH:10][CH:11]=2)[C:5]([O:7][CH3:8])=[O:6])[C:15](=[O:16])[CH:14]=1. The yield is 0.160. (3) The reactants are [CH:1]1[C:10]2[C:5](=[CH:6][CH:7]=[CH:8][CH:9]=2)[CH:4]=[CH:3][C:2]=1[NH2:11].Cl.[Cl:13][CH2:14][CH2:15][NH:16][CH2:17][CH2:18]Cl. The product is [ClH:13].[CH:1]1[C:10]2[C:5](=[CH:6][CH:7]=[CH:8][CH:9]=2)[CH:4]=[CH:3][C:2]=1[N:11]1[CH2:18][CH2:17][NH:16][CH2:15][CH2:14]1. The yield is 0.580. The catalyst is C(OCCOCCO)C.CO.